Dataset: Catalyst prediction with 721,799 reactions and 888 catalyst types from USPTO. Task: Predict which catalyst facilitates the given reaction. (1) Reactant: [Cl:1][C:2]1[CH:3]=[C:4]([CH:19]=[CH:20][C:21]=1[C:22]([OH:24])=O)[C:5]([NH:7][CH2:8][C:9]1[NH:13][C:12]2[CH:14]=[CH:15][C:16]([Cl:18])=[CH:17][C:11]=2[N:10]=1)=[O:6].[CH3:25][O:26][CH2:27][C@@H:28]1[CH2:32][CH2:31][CH2:30][NH:29]1.CN(C(ON1N=NC2C=CC=CC1=2)=[N+](C)C)C.[B-](F)(F)(F)F.C(N(CC)CC)C. Product: [Cl:1][C:2]1[CH:3]=[C:4]([CH:19]=[CH:20][C:21]=1[C:22]([N:29]1[CH2:30][CH2:31][CH2:32][C@H:28]1[CH2:27][O:26][CH3:25])=[O:24])[C:5]([NH:7][CH2:8][C:9]1[NH:13][C:12]2[CH:14]=[CH:15][C:16]([Cl:18])=[CH:17][C:11]=2[N:10]=1)=[O:6]. The catalyst class is: 16. (2) Reactant: FC(F)(F)S(O[C:7]1[C:16]2[CH2:15][CH2:14][CH2:13][CH2:12][C:11]=2[N:10]=[C:9]([O:17][CH2:18][C:19]2[CH:24]=[CH:23][CH:22]=[CH:21][N:20]=2)[CH:8]=1)(=O)=O.[CH3:27][C:28]1[N:33]=[CH:32][C:31]([Si](C)(C)C)=[CH:30][N:29]=1.CN1C(=O)CCC1.CCOCC. Product: [CH3:27][C:28]1[N:33]=[CH:32][C:31]([C:7]2[C:16]3[CH2:15][CH2:14][CH2:13][CH2:12][C:11]=3[N:10]=[C:9]([O:17][CH2:18][C:19]3[CH:24]=[CH:23][CH:22]=[CH:21][N:20]=3)[CH:8]=2)=[CH:30][N:29]=1. The catalyst class is: 103. (3) Reactant: [CH2:1]([O:8][C:9]1[N:10]=[N:11][C:12](Cl)=[CH:13][C:14]=1[O:15][CH2:16][C:17]1[CH:22]=[CH:21][CH:20]=[CH:19][CH:18]=1)[C:2]1[CH:7]=[CH:6][CH:5]=[CH:4][CH:3]=1.[CH2:24](OC1N=NC(C#CC(C)C)=CC=1OCC1C=CC=CC=1)[C:25]1[CH:30]=CC=CC=1.C1(B(O)O)CC1.P([O-])([O-])([O-])=O.[K+].[K+].[K+]. Product: [CH2:1]([O:8][C:9]1[N:10]=[N:11][C:12]([CH:30]2[CH2:25][CH2:24]2)=[CH:13][C:14]=1[O:15][CH2:16][C:17]1[CH:22]=[CH:21][CH:20]=[CH:19][CH:18]=1)[C:2]1[CH:7]=[CH:6][CH:5]=[CH:4][CH:3]=1. The catalyst class is: 132. (4) Reactant: [C:1]([O-])(=O)[CH3:2].[Na+].[NH2:6][C:7]1[CH:12]=[C:11]([OH:13])[N:10]=[C:9]([NH:14][C:15]2[CH:16]=[C:17]([NH:21][S:22]([CH3:25])(=[O:24])=[O:23])[CH:18]=[CH:19][CH:20]=2)[N:8]=1.ClCC=O. Product: [O:13]=[C:11]1[NH:10][C:9]([NH:14][C:15]2[CH:16]=[C:17]([NH:21][S:22]([CH3:25])(=[O:24])=[O:23])[CH:18]=[CH:19][CH:20]=2)=[N:8][C:7]2[NH:6][CH:1]=[CH:2][C:12]1=2. The catalyst class is: 144. (5) Reactant: [NH2:1][C:2]1[CH:11]=[CH:10][C:5]([C:6]([O:8][CH3:9])=[O:7])=[C:4]([F:12])[CH:3]=1.[Br:13]N1C(=O)CCC1=O. Product: [NH2:1][C:2]1[C:11]([Br:13])=[CH:10][C:5]([C:6]([O:8][CH3:9])=[O:7])=[C:4]([F:12])[CH:3]=1. The catalyst class is: 22. (6) Reactant: C[Si](C)(C)CC[O:5][C:6](=[O:42])[CH:7]([CH2:33][CH:34]=[CH:35][CH2:36][P:37]([OH:41])([O:39][CH3:40])=[O:38])[CH2:8][C:9]([CH3:32])=[CH:10][CH2:11][C:12]1[C:13]([O:25]CC[Si](C)(C)C)=[C:14]2[C:18](=[C:19]([CH3:23])[C:20]=1[O:21][CH3:22])[CH2:17][O:16][C:15]2=[O:24].[CH2:45]1CN([P+](ON2N=NC3C=CC=CC2=3)(N2CCCC2)N2CCCC2)CC1.F[P-](F)(F)(F)(F)F.C(OCC)(=O)[C@H](C)O.CCN(C(C)C)C(C)C. Product: [CH2:40]([O:39][P:37]([CH2:36][CH:35]=[CH:34][CH2:33][CH:7]([CH2:8][C:9]([CH3:32])=[CH:10][CH2:11][C:12]1[C:13]([OH:25])=[C:14]2[C:18](=[C:19]([CH3:23])[C:20]=1[O:21][CH3:22])[CH2:17][O:16][C:15]2=[O:24])[C:6]([OH:5])=[O:42])([OH:41])=[O:38])[CH3:45]. The catalyst class is: 3. (7) Reactant: [C:1]([O:5][C:6](=[O:24])[NH:7][C:8]([CH2:19][NH:20][CH2:21][C:22]#[N:23])([C:12]1[CH:17]=[CH:16][CH:15]=[CH:14][C:13]=1[F:18])[CH:9]([F:11])[F:10])([CH3:4])([CH3:3])[CH3:2].Cl[C:26]([O:28][CH2:29][C:30]([Cl:33])([Cl:32])[Cl:31])=[O:27]. Product: [Cl:31][C:30]([Cl:33])([Cl:32])[CH2:29][O:28][C:26](=[O:27])[N:20]([CH2:19][C:8]([NH:7][C:6]([O:5][C:1]([CH3:4])([CH3:2])[CH3:3])=[O:24])([C:12]1[CH:17]=[CH:16][CH:15]=[CH:14][C:13]=1[F:18])[CH:9]([F:10])[F:11])[CH2:21][C:22]#[N:23]. The catalyst class is: 326.